Dataset: Peptide-MHC class I binding affinity with 185,985 pairs from IEDB/IMGT. Task: Regression. Given a peptide amino acid sequence and an MHC pseudo amino acid sequence, predict their binding affinity value. This is MHC class I binding data. (1) The peptide sequence is NHINVELEL. The MHC is HLA-B38:01 with pseudo-sequence HLA-B38:01. The binding affinity (normalized) is 0.594. (2) The peptide sequence is GLTEVFGST. The MHC is HLA-A68:02 with pseudo-sequence HLA-A68:02. The binding affinity (normalized) is 0.207. (3) The peptide sequence is QAKWRLQTL. The MHC is HLA-B40:01 with pseudo-sequence HLA-B40:01. The binding affinity (normalized) is 0. (4) The peptide sequence is ATISYRIKL. The MHC is HLA-B07:02 with pseudo-sequence HLA-B07:02. The binding affinity (normalized) is 0.0847. (5) The peptide sequence is IQKSSSIDV. The MHC is HLA-A02:01 with pseudo-sequence HLA-A02:01. The binding affinity (normalized) is 0.106. (6) The peptide sequence is TPKIRFWHV. The MHC is HLA-A01:01 with pseudo-sequence HLA-A01:01. The binding affinity (normalized) is 0.0847. (7) The peptide sequence is ELVNQIIEQL. The MHC is HLA-A24:02 with pseudo-sequence HLA-A24:02. The binding affinity (normalized) is 0.